From a dataset of Catalyst prediction with 721,799 reactions and 888 catalyst types from USPTO. Predict which catalyst facilitates the given reaction. (1) Reactant: [O:1]1[CH2:6][CH2:5][CH:4]([O:7][CH2:8][CH2:9][O:10][CH:11]2[CH2:16][CH2:15][N:14]([C:17]3[CH:18]=[N:19][CH:20]=[C:21]4[C:26]=3[N:25]=[C:24]([C:27]([NH2:29])=[O:28])[CH:23]=[CH:22]4)[CH2:13][CH2:12]2)[CH2:3][CH2:2]1.[ClH:30].O1CCOCC1. Product: [ClH:30].[O:1]1[CH2:6][CH2:5][CH:4]([O:7][CH2:8][CH2:9][O:10][CH:11]2[CH2:12][CH2:13][N:14]([C:17]3[CH:18]=[N:19][CH:20]=[C:21]4[C:26]=3[N:25]=[C:24]([C:27]([NH2:29])=[O:28])[CH:23]=[CH:22]4)[CH2:15][CH2:16]2)[CH2:3][CH2:2]1. The catalyst class is: 8. (2) Product: [N-:5]([S:6]([C:9]([F:12])([F:10])[F:11])(=[O:8])=[O:7])[S:13]([C:16]([F:19])([F:18])[F:17])(=[O:15])=[O:14].[Al+3:1].[N-:5]([S:6]([C:9]([F:12])([F:10])[F:11])(=[O:8])=[O:7])[S:13]([C:16]([F:19])([F:18])[F:17])(=[O:15])=[O:14].[N-:5]([S:6]([C:9]([F:12])([F:10])[F:11])(=[O:8])=[O:7])[S:13]([C:16]([F:19])([F:18])[F:17])(=[O:15])=[O:14]. The catalyst class is: 11. Reactant: [Al+3:1].[Cl-].[Cl-].[Cl-].[NH:5]([S:13]([C:16]([F:19])([F:18])[F:17])(=[O:15])=[O:14])[S:6]([C:9]([F:12])([F:11])[F:10])(=[O:8])=[O:7]. (3) Reactant: [Cl:1][C:2]1[CH:3]=[C:4]2[C:9](=[CH:10][C:11]=1[CH:12](O)[C:13]1[S:14][CH:15]=[CH:16][CH:17]=1)[O:8][CH:7]([C:19]([F:22])([F:21])[F:20])[C:6]([C:23]([O:25][CH2:26][CH3:27])=[O:24])=[CH:5]2.C([SiH](CC)CC)C.C(O)(C(F)(F)F)=O.C([O-])(O)=O.[Na+]. Product: [Cl:1][C:2]1[CH:3]=[C:4]2[C:9](=[CH:10][C:11]=1[CH2:12][C:13]1[S:14][CH:15]=[CH:16][CH:17]=1)[O:8][CH:7]([C:19]([F:22])([F:21])[F:20])[C:6]([C:23]([O:25][CH2:26][CH3:27])=[O:24])=[CH:5]2. The catalyst class is: 34. (4) Reactant: [Cl:1][C:2]1[CH:3]=[C:4]([C:8]2[NH:9][CH:10]=[CH:11][CH:12]=2)[CH:5]=[CH:6][CH:7]=1.C[O:14][C:15](=[O:40])[C:16]1[CH:21]=[C:20]([C:22](=[O:38])[C:23]2[CH:28]=[CH:27][C:26]([N:29]([C:31]3[CH:36]=[CH:35][C:34]([Cl:37])=[CH:33][CH:32]=3)[CH3:30])=[CH:25][N:24]=2)[CH:19]=[CH:18][C:17]=1F.C1OCCOCCOCCOCCOCCOC1.[F-].[K+]. Product: [Cl:37][C:34]1[CH:35]=[CH:36][C:31]([N:29]([CH3:30])[C:26]2[CH:27]=[CH:28][C:23]([C:22]([C:20]3[CH:19]=[CH:18][C:17]([N:9]4[CH:10]=[CH:11][CH:12]=[C:8]4[C:4]4[CH:5]=[CH:6][CH:7]=[C:2]([Cl:1])[CH:3]=4)=[C:16]([CH:21]=3)[C:15]([OH:40])=[O:14])=[O:38])=[N:24][CH:25]=2)=[CH:32][CH:33]=1. The catalyst class is: 23. (5) Reactant: [NH2:1][C:2]1[C:7]([OH:8])=[CH:6][CH:5]=[CH:4][C:3]=1[OH:9].C(N([CH2:15][CH3:16])CC)C.[C:17]1([CH3:27])[CH:22]=[CH:21][C:20]([S:23](Cl)(=[O:25])=[O:24])=[CH:19][CH:18]=1.[OH2:28]. Product: [CH3:27][C:17]1[CH:22]=[CH:21][C:20]([S:23]([O:9][C:3]2[CH:4]=[CH:5][CH:6]=[C:7]([O:8][S:23]([C:20]3[CH:21]=[CH:22][C:15]([CH3:16])=[CH:18][CH:19]=3)(=[O:24])=[O:28])[C:2]=2[NH2:1])(=[O:25])=[O:24])=[CH:19][CH:18]=1. The catalyst class is: 4. (6) Reactant: S(OS([O-])=O)([O-])=O.[Na+].[Na+].[CH2:10]([N:12]1[C:24]2[CH:23]=[CH:22][C:21]([CH:25]=O)=[CH:20][C:19]=2[C:18]2[C:13]1=[CH:14][CH:15]=[CH:16][CH:17]=2)[CH3:11].[Br:27][C:28]1[CH:29]=[C:30]([NH2:37])[C:31]([NH2:36])=[CH:32][C:33]=1[O:34][CH3:35].C(=O)([O-])O.[Na+]. Product: [Br:27][C:28]1[C:33]([O:34][CH3:35])=[CH:32][C:31]2[NH:36][C:25]([C:21]3[CH:22]=[CH:23][C:24]4[N:12]([CH2:10][CH3:11])[C:13]5[C:18]([C:19]=4[CH:20]=3)=[CH:17][CH:16]=[CH:15][CH:14]=5)=[N:37][C:30]=2[CH:29]=1. The catalyst class is: 20. (7) Reactant: [NH:1]1[C:9]2[CH:8]=[CH:7][N:6]=[CH:5][C:4]=2[CH:3]=[C:2]1[C:10]([NH:12][CH2:13][CH2:14][CH2:15][CH2:16][CH:17]1[CH2:22][CH2:21][N:20](C(OC(C)(C)C)=O)[CH2:19][CH2:18]1)=[O:11].[ClH:30].O1CCOCC1. Product: [ClH:30].[ClH:30].[NH:20]1[CH2:21][CH2:22][CH:17]([CH2:16][CH2:15][CH2:14][CH2:13][NH:12][C:10]([C:2]2[NH:1][C:9]3[CH:8]=[CH:7][N:6]=[CH:5][C:4]=3[CH:3]=2)=[O:11])[CH2:18][CH2:19]1. The catalyst class is: 5. (8) The catalyst class is: 4. Product: [ClH:15].[Cl:15][CH2:2][C:3]1[CH:8]=[CH:7][N:6]=[C:5]([C:9]([NH:11][CH3:12])=[O:10])[CH:4]=1. Reactant: O[CH2:2][C:3]1[CH:8]=[CH:7][N:6]=[C:5]([C:9]([NH:11][CH3:12])=[O:10])[CH:4]=1.S(Cl)([Cl:15])=O. (9) Reactant: N1C2C(=NC=CC=2)N([O:10][C:11]2[C:20]3[C:15](=[CH:16][CH:17]=[CH:18][CH:19]=3)[N:14]=[CH:13][N:12]=2)N=1.[C:21]([C:23]1[CH:28]=[CH:27][C:26](B(O)O)=[CH:25][CH:24]=1)#[N:22].C([O-])([O-])=O.[Cs+].[Cs+]. Product: [N:14]1[C:15]2[C:20](=[CH:19][CH:18]=[CH:17][CH:16]=2)[C:11]([O:10][C:26]2[CH:27]=[CH:28][C:23]([C:21]#[N:22])=[CH:24][CH:25]=2)=[N:12][CH:13]=1. The catalyst class is: 104. (10) Reactant: [C:1]([O:5][C:6]([N:8]1[CH2:13][CH:12]=[CH:11][CH:10]([OH:14])[CH2:9]1)=[O:7])([CH3:4])([CH3:3])[CH3:2].[Cr](Cl)([O-])(=O)=O.[NH+]1C=CC=CC=1. Product: [C:1]([O:5][C:6]([N:8]1[CH2:13][CH:12]=[CH:11][C:10](=[O:14])[CH2:9]1)=[O:7])([CH3:4])([CH3:2])[CH3:3]. The catalyst class is: 4.